Binary Classification. Given a T-cell receptor sequence (or CDR3 region) and an epitope sequence, predict whether binding occurs between them. From a dataset of TCR-epitope binding with 47,182 pairs between 192 epitopes and 23,139 TCRs. (1) The epitope is RLDKVEAEV. The TCR CDR3 sequence is CSVSDLAGGSSYNEQFF. Result: 0 (the TCR does not bind to the epitope). (2) The epitope is AVFDRKSDAK. The TCR CDR3 sequence is CASSLDRTGGTGELFF. Result: 1 (the TCR binds to the epitope). (3) The epitope is YSEHPTFTSQY. The TCR CDR3 sequence is CASSPVGPWDEKLFF. Result: 1 (the TCR binds to the epitope). (4) The epitope is QECVRGTTVL. The TCR CDR3 sequence is CASSVGGQNEQFF. Result: 1 (the TCR binds to the epitope). (5) The epitope is YLKLTDNVYIK. The TCR CDR3 sequence is CASSSPGGIHEQFF. Result: 0 (the TCR does not bind to the epitope). (6) The epitope is SEVGPEHSLAEY. The TCR CDR3 sequence is CASSEGWTIEQFF. Result: 1 (the TCR binds to the epitope). (7) The epitope is HSKKKCDEL. The TCR CDR3 sequence is CASTPGREETQYF. Result: 0 (the TCR does not bind to the epitope). (8) The epitope is LLWNGPMAV. The TCR CDR3 sequence is CASSLESGHSSYEQYF. Result: 0 (the TCR does not bind to the epitope).